Dataset: Full USPTO retrosynthesis dataset with 1.9M reactions from patents (1976-2016). Task: Predict the reactants needed to synthesize the given product. (1) Given the product [C:1]([O:5][C:6]([N:8]([CH2:25][CH3:26])[C:9]1[S:10][C:11]([C:19]2[CH:20]=[CH:21][CH:22]=[CH:23][CH:24]=2)=[C:12]([C:14]([O:16][CH2:17][CH3:18])=[O:15])[N:13]=1)=[O:7])([CH3:2])([CH3:3])[CH3:4], predict the reactants needed to synthesize it. The reactants are: [C:1]([O:5][C:6]([NH:8][C:9]1[S:10][C:11]([C:19]2[CH:24]=[CH:23][CH:22]=[CH:21][CH:20]=2)=[C:12]([C:14]([O:16][CH2:17][CH3:18])=[O:15])[N:13]=1)=[O:7])([CH3:4])([CH3:3])[CH3:2].[CH3:25][CH2:26]O.C1C=CC(P(C2C=CC=CC=2)C2C=CC=CC=2)=CC=1.CCOC(/N=N/C(OCC)=O)=O. (2) Given the product [OH:1][C@H:2]([C:25]1[C:26]([CH3:35])=[C:27]2[C:31](=[CH:32][CH:33]=1)[C:30](=[O:34])[O:29][CH2:28]2)[CH2:3][N:4]1[CH2:5][CH2:6][C:7]2([O:11][C:10](=[O:12])[N:9]([C:13]3[CH:18]=[N:41][C:16]([S:19]([CH3:22])(=[O:20])=[O:21])=[CH:15][N:14]=3)[CH2:8]2)[CH2:23][CH2:24]1, predict the reactants needed to synthesize it. The reactants are: [OH:1][C@H:2]([C:25]1[C:26]([CH3:35])=[C:27]2[C:31](=[CH:32][CH:33]=1)[C:30](=[O:34])[O:29][CH2:28]2)[CH2:3][N:4]1[CH2:24][CH2:23][C:7]2([O:11][C:10](=[O:12])[N:9]([C:13]3[CH:18]=C[C:16]([S:19]([CH3:22])(=[O:21])=[O:20])=[CH:15][N:14]=3)[CH2:8]2)[CH2:6][CH2:5]1.CS(C1[N:41]=CC(N2CC3(CCNCC3)OC2=O)=NC=1)(=O)=O.CC1C([C@@H]2CO2)=CC=C2C=1COC2=O. (3) Given the product [CH2:1]([C:8]1[N:12]=[C:11]([NH2:14])[S:10][N:9]=1)[C:2]1[CH:7]=[CH:6][CH:5]=[CH:4][CH:3]=1, predict the reactants needed to synthesize it. The reactants are: [CH2:1]([C:8]1[N:12]=[C:11](Cl)[S:10][N:9]=1)[C:2]1[CH:7]=[CH:6][CH:5]=[CH:4][CH:3]=1.[NH3:14].